From a dataset of Full USPTO retrosynthesis dataset with 1.9M reactions from patents (1976-2016). Predict the reactants needed to synthesize the given product. (1) Given the product [Br:14][C:15]1[N:16]=[C:17]([C:7]2[CH:6]=[C:5]3[C:10](=[CH:9][CH:8]=2)[N:2]([CH3:1])[N:3]=[CH:4]3)[CH:18]=[CH:19][CH:20]=1, predict the reactants needed to synthesize it. The reactants are: [CH3:1][N:2]1[C:10]2[C:5](=[CH:6][C:7](B(O)O)=[CH:8][CH:9]=2)[CH:4]=[N:3]1.[Br:14][C:15]1[CH:20]=[CH:19][CH:18]=[C:17](Br)[N:16]=1.C(=O)([O-])[O-].[K+].[K+]. (2) Given the product [CH3:11][C:5]([S:2]([CH3:1])(=[O:3])=[O:4])([CH2:18][CH2:17][CH:16]=[CH2:15])[C:6]([O:8][CH2:9][CH3:10])=[O:7], predict the reactants needed to synthesize it. The reactants are: [CH3:1][S:2]([CH:5]([CH3:11])[C:6]([O:8][CH2:9][CH3:10])=[O:7])(=[O:4])=[O:3].[H-].[Na+].Br[CH2:15][CH2:16][CH:17]=[CH2:18]. (3) Given the product [C:3]([C:5]1[CH:6]=[C:7]([O:11][CH:12]([CH2:23][CH3:24])[C:13]([NH:15][C:16]([CH3:22])([CH3:21])[C:17]#[C:18][CH2:19][CH3:20])=[O:14])[CH:8]=[N:9][CH:10]=1)([OH:4])=[O:2], predict the reactants needed to synthesize it. The reactants are: C[O:2][C:3]([C:5]1[CH:6]=[C:7]([O:11][CH:12]([CH2:23][CH3:24])[C:13]([NH:15][C:16]([CH3:22])([CH3:21])[C:17]#[C:18][CH2:19][CH3:20])=[O:14])[CH:8]=[N:9][CH:10]=1)=[O:4].[OH-].[Na+]. (4) Given the product [CH3:13][C:14]1[C:18]2[CH:19]=[C:20]([C:23]3[NH:12][C:11]4[N:10]([N:9]=[CH:8][C:7]=4[C:5]4[O:6][C:2]([CH3:1])=[CH:3][N:4]=4)[C:25](=[O:26])[CH:24]=3)[CH:21]=[CH:22][C:17]=2[O:16][N:15]=1, predict the reactants needed to synthesize it. The reactants are: [CH3:1][C:2]1[O:6][C:5]([C:7]2[CH:8]=[N:9][NH:10][C:11]=2[NH2:12])=[N:4][CH:3]=1.[CH3:13][C:14]1[C:18]2[CH:19]=[C:20]([C:23](=O)[CH2:24][C:25](OCC)=[O:26])[CH:21]=[CH:22][C:17]=2[O:16][N:15]=1.CC1C=CC(S(O)(=O)=O)=CC=1. (5) Given the product [CH3:22][CH2:23][N:24]([CH:2]([CH3:6])[CH3:7])[CH:19]([CH3:20])[CH3:34], predict the reactants needed to synthesize it. The reactants are: O[C:2]1([C:7](O)=O)[CH2:6]CCC1.CN(C(ON1N=N[C:20]2C=[CH:22][CH:23]=[N:24][C:19]1=2)=[N+](C)C)C.F[P-](F)(F)(F)(F)F.[CH3:34]N(C=O)C.